Dataset: Tox21: 12 toxicity assays (nuclear receptors and stress response pathways). Task: Binary classification across 12 toxicity assays. (1) The drug is CC[C@@H]([C@H](C)O)n1ncn(-c2ccc(N3CCN(c4ccc(OCC5CO[C@@](Cn6cncn6)(c6ccc(F)cc6F)C5)cc4)CC3)cc2)c1=O. It tested positive (active) for: SR-ARE (Antioxidant Response Element (oxidative stress)). (2) The compound is CCCCCCCCCCCCCCn1cc[n+](C)c1.O=S(=O)([N-]S(=O)(=O)C(F)(F)F)C(F)(F)F. It tested positive (active) for: NR-Aromatase (Aromatase enzyme inhibition), and SR-ARE (Antioxidant Response Element (oxidative stress)).